From a dataset of Forward reaction prediction with 1.9M reactions from USPTO patents (1976-2016). Predict the product of the given reaction. (1) Given the reactants [CH:1]([N:3]1[CH2:7][CH2:6]C[C:4]1=O)=C.[C:9](NCCCN(C)C)(=[O:13])[C:10]([CH3:12])=C.C(N1CCCC1=[O:28])=C.CN(CCCC=C(C)C(N)=O)C.CC(C(NCCC[N+](C)(C)C)=O)=C.C=CN1C(=O)CCC1.[Cl-], predict the reaction product. The product is: [C:9]([O:13][CH2:6][CH2:7][N:3]([CH3:1])[CH3:4])(=[O:28])[CH:10]=[CH2:12]. (2) Given the reactants [N:1]1[CH:6]=[CH:5][CH:4]=[C:3]([CH2:7][O:8][C:9](=[O:28])[N:10]([C:21]2[CH:26]=[CH:25][N:24]=[C:23](Cl)[N:22]=2)[C:11]2[CH:16]=[CH:15][C:14]([O:17][CH3:18])=[CH:13][C:12]=2[O:19][CH3:20])[CH:2]=1.[CH3:29][N:30]([CH3:41])[CH2:31][CH2:32][O:33][C:34]1[CH:39]=[CH:38][C:37]([NH2:40])=[CH:36][CH:35]=1.C(O)(C)C.FC(F)(F)C(O)=O, predict the reaction product. The product is: [CH3:20][O:19][C:12]1[CH:13]=[C:14]([O:17][CH3:18])[CH:15]=[CH:16][C:11]=1[N:10]([C:21]1[CH:26]=[CH:25][N:24]=[C:23]([NH:40][C:37]2[CH:36]=[CH:35][C:34]([O:33][CH2:32][CH2:31][N:30]([CH3:41])[CH3:29])=[CH:39][CH:38]=2)[N:22]=1)[C:9](=[O:28])[O:8][CH2:7][C:3]1[CH:2]=[N:1][CH:6]=[CH:5][CH:4]=1. (3) Given the reactants Cl[C:2]1[CH:7]=[CH:6][N:5]=[C:4]([C:8]#[N:9])[CH:3]=1.C(=O)([O-])[O-].[Cs+].[Cs+].[OH:16][C:17]1[CH:22]=[CH:21][C:20]([CH2:23][CH2:24][C:25]([OH:27])=[O:26])=[CH:19][CH:18]=1, predict the reaction product. The product is: [C:8]([C:4]1[CH:3]=[C:2]([O:16][C:17]2[CH:18]=[CH:19][C:20]([CH2:23][CH2:24][C:25]([OH:27])=[O:26])=[CH:21][CH:22]=2)[CH:7]=[CH:6][N:5]=1)#[N:9]. (4) Given the reactants [Br:1][C:2]1[CH:3]=[CH:4][C:5]([CH:8]=[C:9]([C:17](=[O:25])[C:18]2[CH:23]=[CH:22][CH:21]=[CH:20][C:19]=2[OH:24])C(OC(C)(C)C)=O)=[N:6][CH:7]=1.FC(F)(F)C1C=C(NC(N[C@@H]2CCCC[C@H]2N(C)C)=S)C=C(C(F)(F)F)C=1.C12(CS(O)(=O)=O)C(C)(C)C(CC1)CC2=O, predict the reaction product. The product is: [Br:1][C:2]1[CH:3]=[CH:4][C:5]([CH:8]2[CH2:9][C:17](=[O:25])[C:18]3[C:19](=[CH:20][CH:21]=[CH:22][CH:23]=3)[O:24]2)=[N:6][CH:7]=1. (5) Given the reactants [CH3:1]S(O)(=O)=O.[OH:6][CH2:7][CH2:8][C:9]1[C:17]2[C:12](=[CH:13][CH:14]=[C:15]([CH2:18][N:19]3[CH:23]=[N:22][CH:21]=[N:20]3)[CH:16]=2)[NH:11][C:10]=1[C:24]([OH:26])=[O:25], predict the reaction product. The product is: [CH3:1][O:25][C:24]([C:10]1[NH:11][C:12]2[C:17]([C:9]=1[CH2:8][CH2:7][OH:6])=[CH:16][C:15]([CH2:18][N:19]1[CH:23]=[N:22][CH:21]=[N:20]1)=[CH:14][CH:13]=2)=[O:26]. (6) The product is: [CH:33]([N:30]1[CH2:31][CH2:32][CH:27]([NH:26][C:25]([C:14]2[N:13]([CH2:12][C:9]3[CH:8]=[C:7]([C:5]4[S:6][C:2]([Cl:1])=[CH:3][CH:4]=4)[O:11][N:10]=3)[C:17]3[CH:18]=[CH:19][CH:20]=[C:21]([C:22]([N:42]4[CH2:43][CH:40]([O:39][CH3:38])[CH2:41]4)=[O:23])[C:16]=3[N:15]=2)=[O:36])[CH2:28][CH2:29]1)([CH3:35])[CH3:34]. Given the reactants [Cl:1][C:2]1[S:6][C:5]([C:7]2[O:11][N:10]=[C:9]([CH2:12][N:13]3[C:17]4[CH:18]=[CH:19][CH:20]=[C:21]([C:22](O)=[O:23])[C:16]=4[N:15]=[C:14]3[C:25](=[O:36])[NH:26][CH:27]3[CH2:32][CH2:31][N:30]([CH:33]([CH3:35])[CH3:34])[CH2:29][CH2:28]3)[CH:8]=2)=[CH:4][CH:3]=1.Cl.[CH3:38][O:39][CH:40]1[CH2:43][NH:42][CH2:41]1, predict the reaction product.